This data is from Forward reaction prediction with 1.9M reactions from USPTO patents (1976-2016). The task is: Predict the product of the given reaction. Given the reactants [I-:1].[K+].[CH2:3]([C:5]1[NH:9][N:8]=[C:7]([NH:10][CH2:11][CH2:12][NH:13][C:14]2[CH:18]=[C:17]([CH2:19]C)[NH:16][N:15]=2)[CH:6]=1)C.[I:21]([O-])(=O)(=O)=O.[Na+].[Cl-].[Na+], predict the reaction product. The product is: [I:1][C:6]1[C:7]([NH:10][CH2:11][CH2:12][NH:13][C:14]2[C:18]([I:21])=[C:17]([CH3:19])[NH:16][N:15]=2)=[N:8][NH:9][C:5]=1[CH3:3].